Dataset: Full USPTO retrosynthesis dataset with 1.9M reactions from patents (1976-2016). Task: Predict the reactants needed to synthesize the given product. (1) The reactants are: [CH3:1][C:2]1[N:6]([C@@H:7]2[CH2:12][CH2:11][C@H:10]([NH2:13])[CH2:9][CH2:8]2)[C:5]2[CH:14]=[CH:15][C:16]([CH3:18])=[CH:17][C:4]=2[N:3]=1.[F:19][C:20]([F:33])([F:32])[C:21]1[CH:22]=[C:23]2[C:27](=[CH:28][CH:29]=1)[CH2:26][CH:25]([CH:30]=O)[CH2:24]2. Given the product [CH3:1][C:2]1[N:6]([C@@H:7]2[CH2:8][CH2:9][C@H:10]([NH:13][CH2:30][CH:25]3[CH2:24][C:23]4[C:27](=[CH:28][CH:29]=[C:21]([C:20]([F:19])([F:32])[F:33])[CH:22]=4)[CH2:26]3)[CH2:11][CH2:12]2)[C:5]2[CH:14]=[CH:15][C:16]([CH3:18])=[CH:17][C:4]=2[N:3]=1, predict the reactants needed to synthesize it. (2) Given the product [F:37][C:16]([F:15])([F:36])[C:17]1[CH:22]=[C:21]([C:23]2[CH:28]=[CH:27][C:26]([C:29]([F:30])([F:31])[F:32])=[CH:25][CH:24]=2)[N:20]=[C:19]([C:33]2[O:1][N:2]=[C:3]([C:4]3[CH:5]=[C:6]([S:10]([NH2:11])(=[O:12])=[O:13])[CH:7]=[CH:8][CH:9]=3)[N:14]=2)[CH:18]=1, predict the reactants needed to synthesize it. The reactants are: [OH:1][NH:2][C:3](=[NH:14])[C:4]1[CH:9]=[CH:8][CH:7]=[C:6]([S:10](=[O:13])(=[O:12])[NH2:11])[CH:5]=1.[F:15][C:16]([F:37])([F:36])[C:17]1[CH:22]=[C:21]([C:23]2[CH:28]=[CH:27][C:26]([C:29]([F:32])([F:31])[F:30])=[CH:25][CH:24]=2)[N:20]=[C:19]([C:33](O)=O)[CH:18]=1. (3) Given the product [CH:2]12[CH2:1][CH:5]([CH:16]=[CH:17]1)[CH2:4][CH:3]2[C:6]([O:10][CH2:11][CH2:12][CH2:13][OH:14])=[O:9], predict the reactants needed to synthesize it. The reactants are: [CH:1]1[CH2:5][CH:4]=[CH:3][CH:2]=1.[C:6]([O:10][CH2:11][CH2:12][CH2:13][OH:14])(=[O:9])C=C.O1CC[CH2:17][CH2:16]1.